This data is from Catalyst prediction with 721,799 reactions and 888 catalyst types from USPTO. The task is: Predict which catalyst facilitates the given reaction. (1) Reactant: [C:1]([O:5][C:6]([N:8]1[CH2:11][C:10]([O:13][C:14]2[CH:19]=[C:18]([Br:20])[CH:17]=[CH:16][C:15]=2[OH:21])([CH3:12])[CH2:9]1)=[O:7])([CH3:4])([CH3:3])[CH3:2].Br[CH2:23][CH2:24][C:25]1[CH:30]=[CH:29][CH:28]=[CH:27][CH:26]=1.C([O-])([O-])=O.[Cs+].[Cs+]. Product: [C:1]([O:5][C:6]([N:8]1[CH2:9][C:10]([O:13][C:14]2[CH:19]=[C:18]([Br:20])[CH:17]=[CH:16][C:15]=2[O:21][CH2:23][CH2:24][C:25]2[CH:30]=[CH:29][CH:28]=[CH:27][CH:26]=2)([CH3:12])[CH2:11]1)=[O:7])([CH3:2])([CH3:3])[CH3:4]. The catalyst class is: 18. (2) Reactant: [CH2:1]([O:8][C:9]1[CH:14]=[CH:13][CH:12]=[CH:11][C:10]=1[C:15](=[O:18])[CH2:16]Br)[C:2]1[CH:7]=[CH:6][CH:5]=[CH:4][CH:3]=1.N1C=CC=CC=1.CCCC[N+](CCCC)(CCCC)CCCC.[FH:42].[F-]. Product: [CH2:1]([O:8][C:9]1[CH:14]=[CH:13][CH:12]=[CH:11][C:10]=1[C:15](=[O:18])[CH2:16][F:42])[C:2]1[CH:7]=[CH:6][CH:5]=[CH:4][CH:3]=1. The catalyst class is: 116. (3) Reactant: [F:1][C:2]([F:18])([F:17])[C:3]1[CH:8]=[C:7]([C:9]2[CH:14]=[CH:13][C:12]([CH2:15][NH2:16])=[CH:11][N:10]=2)[CH:6]=[CH:5][N:4]=1.[N:19]1[CH:24]=[CH:23][N:22]=[CH:21][C:20]=1[C:25]1[CH:26]=[CH:27][C:28]([C:31]([OH:33])=O)=[N:29][CH:30]=1.[CH3:34]N(C(ON1N=NC2C=CC=NC1=2)=[N+](C)C)C.F[P-](F)(F)(F)(F)F.CCN(C(C)C)C(C)C. Product: [CH3:34][C:14]1[C:9]([C:7]2[CH:6]=[CH:5][N:4]=[C:3]([C:2]([F:1])([F:17])[F:18])[CH:8]=2)=[N:10][CH:11]=[C:12]([CH2:15][NH:16][C:31](=[O:33])[C:28]2[CH:27]=[CH:26][C:25]([C:20]3[CH:21]=[N:22][CH:23]=[CH:24][N:19]=3)=[CH:30][N:29]=2)[CH:13]=1. The catalyst class is: 3. (4) Product: [CH3:1][C:2]1([CH3:15])[CH:4](/[CH:5]=[C:6](/[C:7]#[N:8])\[CH3:10])[CH:3]1[C:11]([O:13][CH3:14])=[O:12]. Reactant: [CH3:1][C:2]1([CH3:15])[C@@H:4](/[CH:5]=[C:6](\[CH3:10])/[CH:7]=[N:8]O)[C@@H:3]1[C:11]([O:13][CH3:14])=[O:12].N1C=CC=CC=1.C(Cl)(=O)C.C(OC(=O)C)(=O)C. The catalyst class is: 113. (5) Reactant: [N+:1]([C:4]1[C:5]([NH:10][CH2:11][C:12]2([C:18]3[CH:23]=[CH:22][C:21]([O:24][CH2:25][CH2:26][CH2:27][N:28]4[CH2:32][CH2:31][CH2:30][CH2:29]4)=[CH:20][CH:19]=3)[CH2:17][CH2:16][O:15][CH2:14][CH2:13]2)=[N:6][CH:7]=[CH:8][CH:9]=1)([O-])=O. Product: [N:28]1([CH2:27][CH2:26][CH2:25][O:24][C:21]2[CH:22]=[CH:23][C:18]([C:12]3([CH2:11][NH:10][C:5]4[C:4]([NH2:1])=[CH:9][CH:8]=[CH:7][N:6]=4)[CH2:13][CH2:14][O:15][CH2:16][CH2:17]3)=[CH:19][CH:20]=2)[CH2:32][CH2:31][CH2:30][CH2:29]1. The catalyst class is: 29.